This data is from Forward reaction prediction with 1.9M reactions from USPTO patents (1976-2016). The task is: Predict the product of the given reaction. (1) Given the reactants Cl.CN[O:4][CH3:5].C[Al](C)C.C([C@H:17]1COC(=O)[N:18]1[C:23]([C@@H:25]1[C@@H:29]([C:30]2[CH:35]=[CH:34][C:33]([Cl:36])=[C:32]([Cl:37])[CH:31]=2)[CH2:28][N:27]([CH2:38][C:39]2[CH:44]=[CH:43][CH:42]=[CH:41][CH:40]=2)[CH2:26]1)=[O:24])C1C=CC=CC=1, predict the reaction product. The product is: [CH3:5][O:4][N:18]([CH3:17])[C:23]([C@@H:25]1[C@@H:29]([C:30]2[CH:35]=[CH:34][C:33]([Cl:36])=[C:32]([Cl:37])[CH:31]=2)[CH2:28][N:27]([CH2:38][C:39]2[CH:40]=[CH:41][CH:42]=[CH:43][CH:44]=2)[CH2:26]1)=[O:24]. (2) Given the reactants Cl[C:2]1[CH:7]=[C:6]([Cl:8])[N:5]=[C:4]([NH2:9])[N:3]=1.[CH:10]1([NH2:16])[CH2:15][CH2:14][CH2:13][CH2:12][CH2:11]1.CCN(C(C)C)C(C)C, predict the reaction product. The product is: [Cl:8][C:6]1[N:5]=[C:4]([NH2:9])[N:3]=[C:2]([NH:16][CH:10]2[CH2:15][CH2:14][CH2:13][CH2:12][CH2:11]2)[CH:7]=1. (3) Given the reactants [CH2:1]([C:3]1[C:12]([O:13]C)=[CH:11][CH:10]=[CH:9][C:4]=1[CH2:5][N:6]([CH3:8])[CH3:7])[CH3:2].[BrH:15].C(O)(=O)C, predict the reaction product. The product is: [BrH:15].[CH3:8][N:6]([CH2:5][C:4]1[C:3]([CH2:1][CH3:2])=[C:12]([OH:13])[CH:11]=[CH:10][CH:9]=1)[CH3:7].